Predict the reactants needed to synthesize the given product. From a dataset of Full USPTO retrosynthesis dataset with 1.9M reactions from patents (1976-2016). Given the product [CH2:34]([O:36][C:37](=[O:42])[CH2:38][C:12]([C@@H:10]1[CH2:9][CH2:8][N:7]([C:15]([O:17][CH3:18])=[O:16])[C@@H:6]([CH2:5][C:4]2[CH:19]=[CH:20][CH:21]=[C:2]([F:1])[CH:3]=2)[CH2:11]1)=[O:14])[CH3:35].[CH2:34]([O:36][C:37](=[O:42])[CH2:38][C:39]([C@H:10]1[CH2:9][CH2:8][N:7]([C:15]([O:17][CH3:18])=[O:16])[C@@H:6]([CH2:5][C:4]2[CH:19]=[CH:20][CH:21]=[C:2]([F:1])[CH:3]=2)[CH2:11]1)=[O:41])[CH3:35], predict the reactants needed to synthesize it. The reactants are: [F:1][C:2]1[CH:3]=[C:4]([CH:19]=[CH:20][CH:21]=1)[CH2:5][CH:6]1[CH2:11][CH:10]([C:12]([OH:14])=O)[CH2:9][CH2:8][N:7]1[C:15]([O:17][CH3:18])=[O:16].N1(C(N2C=CN=C2)=O)C=CN=C1.[CH2:34]([O:36][C:37](=[O:42])[CH2:38][C:39]([O-:41])=O)[CH3:35].[K+].[Cl-].[Mg+2].[Cl-].Cl.